This data is from NCI-60 drug combinations with 297,098 pairs across 59 cell lines. The task is: Regression. Given two drug SMILES strings and cell line genomic features, predict the synergy score measuring deviation from expected non-interaction effect. Cell line: SF-295. Synergy scores: CSS=34.7, Synergy_ZIP=4.30, Synergy_Bliss=2.38, Synergy_Loewe=-54.8, Synergy_HSA=-3.12. Drug 1: CC1=C(C(=O)C2=C(C1=O)N3CC4C(C3(C2COC(=O)N)OC)N4)N. Drug 2: C(CN)CNCCSP(=O)(O)O.